This data is from Forward reaction prediction with 1.9M reactions from USPTO patents (1976-2016). The task is: Predict the product of the given reaction. (1) Given the reactants [Sn].[CH3:2][O:3][C:4]1[C:5]([N+:16]([O-])=O)=[C:6]2[C:10](=[CH:11][CH:12]=1)[N:9]([CH3:13])[CH:8]=[C:7]2[CH:14]=[O:15].Cl, predict the reaction product. The product is: [NH2:16][C:5]1[C:4]([O:3][CH3:2])=[CH:12][CH:11]=[C:10]2[C:6]=1[C:7]([CH:14]=[O:15])=[CH:8][N:9]2[CH3:13]. (2) Given the reactants C[N:2]1[CH2:7][CH2:6]O[CH2:4][CH2:3]1.ClC(OCC(C)C)=O.[Cl:16][C:17]1[CH:22]=[CH:21][C:20]([S:23]([CH:26]([C:35]2[CH:40]=[C:39]([F:41])[CH:38]=[CH:37][C:36]=2[F:42])[CH2:27][CH2:28][CH2:29][CH2:30][CH2:31][C:32](O)=[O:33])(=[O:25])=[O:24])=[CH:19][CH:18]=1.N1CCCC1, predict the reaction product. The product is: [Cl:16][C:17]1[CH:18]=[CH:19][C:20]([S:23]([CH:26]([C:35]2[CH:40]=[C:39]([F:41])[CH:38]=[CH:37][C:36]=2[F:42])[CH2:27][CH2:28][CH2:29][CH2:30][CH2:31][C:32]([N:2]2[CH2:7][CH2:6][CH2:4][CH2:3]2)=[O:33])(=[O:25])=[O:24])=[CH:21][CH:22]=1. (3) Given the reactants [O:1]=[C:2]1[NH:8][CH2:7][CH2:6][CH2:5][N:4]2[C:9]3[N:15]=[C:14]([C:16]([OH:18])=O)[CH:13]=[CH:12][C:10]=3[CH:11]=[C:3]12.C(N1C=CN=C1)(N1C=CN=C1)=O.[C:31]([C:35]1[O:39][N:38]=[C:37]([NH2:40])[CH:36]=1)([CH3:34])([CH3:33])[CH3:32].C1CCN2C(=NCCC2)CC1, predict the reaction product. The product is: [C:31]([C:35]1[O:39][N:38]=[C:37]([NH:40][C:16]([C:14]2[CH:13]=[CH:12][C:10]3[CH:11]=[C:3]4[C:2](=[O:1])[NH:8][CH2:7][CH2:6][CH2:5][N:4]4[C:9]=3[N:15]=2)=[O:18])[CH:36]=1)([CH3:34])([CH3:33])[CH3:32]. (4) Given the reactants C(O)=O.[NH2:4][CH2:5][CH2:6][C:7]1[CH:34]=[CH:33][C:10]([NH:11][CH:12]2[CH2:17][CH2:16][N:15]([C:18]([NH:20][CH2:21][CH2:22][C:23]([NH:25][C:26]3[CH:31]=[CH:30][C:29]([F:32])=[CH:28][CH:27]=3)=[O:24])=[O:19])[CH2:14][CH2:13]2)=[CH:9][CH:8]=1.C([Si]([O:52][C:53]1[CH:58]=[CH:57][C:56]([O:59][CH2:60][CH:61]2[CH2:63][O:62]2)=[CH:55][CH:54]=1)(C1C=CC=CC=1)C1C=CC=CC=1)(C)(C)C, predict the reaction product. The product is: [F:32][C:29]1[CH:28]=[CH:27][C:26]([NH:25][C:23]([CH2:22][CH2:21][NH:20][C:18]([N:15]2[CH2:14][CH2:13][CH:12]([NH:11][C:10]3[CH:9]=[CH:8][C:7]([CH2:6][CH2:5][NH:4][CH2:63][C@H:61]([OH:62])[CH2:60][O:59][C:56]4[CH:57]=[CH:58][C:53]([OH:52])=[CH:54][CH:55]=4)=[CH:34][CH:33]=3)[CH2:17][CH2:16]2)=[O:19])=[O:24])=[CH:31][CH:30]=1. (5) Given the reactants [F:1][C:2]1[CH:17]=[C:16]([N+:18]([O-:20])=[O:19])[CH:15]=[CH:14][C:3]=1[O:4][C:5]1[C:6]2[NH:13][CH:12]=[CH:11][C:7]=2[N:8]=[CH:9][N:10]=1.[H-].[Na+].[CH3:23][O:24][CH2:25]Cl.CO, predict the reaction product. The product is: [F:1][C:2]1[CH:17]=[C:16]([N+:18]([O-:20])=[O:19])[CH:15]=[CH:14][C:3]=1[O:4][C:5]1[C:6]2[N:13]([CH2:23][O:24][CH3:25])[CH:12]=[CH:11][C:7]=2[N:8]=[CH:9][N:10]=1. (6) Given the reactants [Br:1][C:2]1[C:7]([CH:8]=[O:9])=[CH:6][C:5]([OH:10])=[CH:4][CH:3]=1.C(=O)([O-])[O-].[CH2:15](Br)[CH:16]=[CH2:17], predict the reaction product. The product is: [Br:1][C:2]1[C:7]([CH:8]=[O:9])=[CH:6][C:5]([O:10][CH2:17][CH:16]=[CH2:15])=[CH:4][CH:3]=1. (7) Given the reactants [N-:1]=[N+:2]=[N-:3].[Na+].[O-]S(C(F)(F)F)(=O)=O.F[N+:14]1[CH:19]=[CH:18][CH:17]=[CH:16][CH:15]=1, predict the reaction product. The product is: [N:1]([C:15]1[CH:16]=[CH:17][CH:18]=[CH:19][N:14]=1)=[N+:2]=[N-:3]. (8) Given the reactants [CH3:1][NH:2][C@H:3]([C:15]([OH:17])=[O:16])[C:4]([CH3:14])([CH3:13])[C:5]1[CH:10]=[C:9]([CH3:11])[CH:8]=[C:7]([CH3:12])[CH:6]=1.Cl.[CH3:19]/[C:20](=[CH:26]\[C@@H:27]([N:31]([CH3:40])[C:32](=[O:39])[C@H:33]([C:35]([CH3:38])([CH3:37])[CH3:36])[NH2:34])[CH:28]([CH3:30])[CH3:29])/[C:21]([O:23][CH2:24][CH3:25])=[O:22].Cl.CN(C)CCCN=C=NCC.CN1CCOCC1, predict the reaction product. The product is: [CH3:1][NH:2][C@H:3]([C:15]([NH:34][C@H:33]([C:32]([N:31]([C@@H:27]([CH:28]([CH3:29])[CH3:30])/[CH:26]=[C:20](\[CH3:19])/[C:21]([O:23][CH2:24][CH3:25])=[O:22])[CH3:40])=[O:39])[C:35]([CH3:37])([CH3:38])[CH3:36])=[O:17])[C:4]([CH3:13])([CH3:14])[C:5]1[CH:6]=[C:7]([CH3:12])[CH:8]=[C:9]([CH3:11])[CH:10]=1.[CH3:1][NH:2][C@@H:3]([C:15]([NH:34][C@H:33]([C:32]([N:31]([C@@H:27]([CH:28]([CH3:30])[CH3:29])/[CH:26]=[C:20](\[CH3:19])/[C:21]([O:23][CH2:24][CH3:25])=[O:22])[CH3:40])=[O:39])[C:35]([CH3:37])([CH3:36])[CH3:38])=[O:16])[C:4]([CH3:13])([CH3:14])[C:5]1[CH:6]=[C:7]([CH3:12])[CH:8]=[C:9]([CH3:11])[CH:10]=1. (9) The product is: [CH2:1]([O:3][C:4](=[O:25])[CH2:5][CH2:6][N:7]([C:14]([C:15]1[CH:20]=[CH:19][C:18]2[N:21]([CH3:22])[C:28]([CH:27]([Cl:31])[Cl:26])=[N:23][C:17]=2[CH:16]=1)=[O:24])[C:8]1[CH:13]=[CH:12][CH:11]=[CH:10][N:9]=1)[CH3:2]. Given the reactants [CH2:1]([O:3][C:4](=[O:25])[CH2:5][CH2:6][N:7]([C:14](=[O:24])[C:15]1[CH:20]=[CH:19][C:18]([NH:21][CH3:22])=[C:17]([NH2:23])[CH:16]=1)[C:8]1[CH:13]=[CH:12][CH:11]=[CH:10][N:9]=1)[CH3:2].[Cl:26][CH:27]([Cl:31])[C:28](Cl)=O, predict the reaction product. (10) Given the reactants C(O)(C(F)(F)F)=O.[Cl:8][C:9]1[C:14]([N:15]2[CH:44]=[CH:43][C:18]3[N:19]=[C:20]([NH:23][C:24]4[CH:29]=[CH:28][C:27]([N:30]5[CH2:35][CH2:34][N:33](C(OC(C)(C)C)=O)[CH2:32][CH2:31]5)=[CH:26][CH:25]=4)[N:21]=[CH:22][C:17]=3[C:16]2=[O:45])=[CH:13][CH:12]=[CH:11][N:10]=1, predict the reaction product. The product is: [Cl:8][C:9]1[C:14]([N:15]2[CH:44]=[CH:43][C:18]3[N:19]=[C:20]([NH:23][C:24]4[CH:29]=[CH:28][C:27]([N:30]5[CH2:31][CH2:32][NH:33][CH2:34][CH2:35]5)=[CH:26][CH:25]=4)[N:21]=[CH:22][C:17]=3[C:16]2=[O:45])=[CH:13][CH:12]=[CH:11][N:10]=1.